Dataset: Full USPTO retrosynthesis dataset with 1.9M reactions from patents (1976-2016). Task: Predict the reactants needed to synthesize the given product. (1) Given the product [O:25]1[C:29]2[CH:30]=[CH:31][CH:32]=[CH:33][C:28]=2[CH:27]=[C:26]1[C:2]1[CH:23]=[CH:22][C:5]([C:6]([NH:8][S:9]([C:12]2[CH:17]=[CH:16][CH:15]=[CH:14][C:13]=2[S:18](=[O:21])(=[O:20])[NH2:19])(=[O:11])=[O:10])=[O:7])=[CH:4][C:3]=1[CH3:24], predict the reactants needed to synthesize it. The reactants are: Br[C:2]1[CH:23]=[CH:22][C:5]([C:6]([NH:8][S:9]([C:12]2[CH:17]=[CH:16][CH:15]=[CH:14][C:13]=2[S:18](=[O:21])(=[O:20])[NH2:19])(=[O:11])=[O:10])=[O:7])=[CH:4][C:3]=1[CH3:24].[O:25]1[C:29]2[CH:30]=[CH:31][CH:32]=[CH:33][C:28]=2[CH:27]=[C:26]1B(O)O.C(=O)([O-])[O-].[Na+].[Na+]. (2) Given the product [C:13]1([S:19]([C:22]2[C:27]([C:31]([C:30]3[CH:33]=[CH:34][CH:35]=[CH:36][C:29]=3[Cl:28])=[O:32])=[CH:26][CH:25]=[CH:24][N:23]=2)(=[O:20])=[O:21])[CH:14]=[CH:15][CH:16]=[CH:17][CH:18]=1, predict the reactants needed to synthesize it. The reactants are: C(NC(C)C)(C)C.C([Li])CCC.[C:13]1([S:19]([C:22]2[CH:27]=[CH:26][CH:25]=[CH:24][N:23]=2)(=[O:21])=[O:20])[CH:18]=[CH:17][CH:16]=[CH:15][CH:14]=1.[Cl:28][C:29]1[CH:36]=[CH:35][CH:34]=[CH:33][C:30]=1[CH:31]=[O:32].Cl.CC1(C)CCCC(C)(C)[NH+]1[O-].C(=O)(O)[O-].[Na+].Cl[O-].[Na+]. (3) Given the product [Cl:1][C:2]1[CH:3]=[C:4]2[C:8](=[CH:9][CH:10]=1)[N:7]([CH:11]1[CH2:12][CH2:13][N:14]([CH2:17][CH2:18][CH:19]3[CH2:27][C:26]4[C:21](=[CH:22][CH:23]=[CH:24][CH:25]=4)[CH2:20]3)[CH2:15][CH2:16]1)[CH:6]=[CH:5]2, predict the reactants needed to synthesize it. The reactants are: [Cl:1][C:2]1[CH:3]=[C:4]2[C:8](=[CH:9][CH:10]=1)[N:7]([C:11]1[CH2:12][CH2:13][N:14]([CH2:17][CH2:18][CH:19]3[CH2:27][C:26]4[C:21](=[CH:22][CH:23]=[CH:24][CH:25]=4)[CH2:20]3)[CH2:15][CH:16]=1)[CH:6]=[CH:5]2.[H][H]. (4) Given the product [Br:1][C:2]1[CH:7]=[C:6]([CH:5]=[CH:4][C:3]=1[C:11]1[O:15][CH:14]=[N:13][CH:12]=1)[NH2:8], predict the reactants needed to synthesize it. The reactants are: [Br:1][C:2]1[CH:7]=[C:6]([N+:8]([O-])=O)[CH:5]=[CH:4][C:3]=1[C:11]1[O:15][CH:14]=[N:13][CH:12]=1.O.O.[Sn](Cl)Cl. (5) Given the product [O:23]=[C:5]1[C:6]2[C:11](=[CH:10][C:9]([O:14][C:15]3[CH:22]=[CH:21][C:18]([C:19]#[N:20])=[CH:17][N:16]=3)=[CH:8][CH:7]=2)[CH2:12][CH2:13][N:4]1[CH2:1][CH:2]=[O:25], predict the reactants needed to synthesize it. The reactants are: [CH2:1]([N:4]1[CH2:13][CH2:12][C:11]2[C:6](=[CH:7][CH:8]=[C:9]([O:14][C:15]3[CH:22]=[CH:21][C:18]([C:19]#[N:20])=[CH:17][N:16]=3)[CH:10]=2)[C:5]1=[O:23])[CH:2]=C.I([O-])(=O)(=O)=[O:25].[Na+]. (6) Given the product [ClH:1].[Cl:1][C:2]1[CH:12]=[CH:11][C:5]([C:6]([OH:8])=[O:7])=[CH:4][C:3]=1[O:13][C:14]1[CH:19]=[CH:18][N:17]=[C:16]([NH:20][C:21]2[S:22][CH:23]=[C:24]([CH3:26])[N:25]=2)[CH:15]=1, predict the reactants needed to synthesize it. The reactants are: [Cl:1][C:2]1[CH:12]=[CH:11][C:5]([C:6]([O:8]CC)=[O:7])=[CH:4][C:3]=1[O:13][C:14]1[CH:19]=[CH:18][N:17]=[C:16]([NH:20][C:21]2[S:22][CH:23]=[C:24]([CH3:26])[N:25]=2)[CH:15]=1.[OH-].[Na+]. (7) The reactants are: [F:1][C:2]1[C:3]([CH2:24][NH:25][CH3:26])=[CH:4][N:5]([S:14]([C:17]2[C:22]([CH3:23])=[CH:21][CH:20]=[CH:19][N:18]=2)(=[O:16])=[O:15])[C:6]=1[C:7]1[C:8]([F:13])=[N:9][CH:10]=[CH:11][CH:12]=1.[C:27]([OH:34])(=[O:33])/[CH:28]=[CH:29]/[C:30]([OH:32])=[O:31]. Given the product [C:27]([OH:34])(=[O:33])/[CH:28]=[CH:29]/[C:30]([OH:32])=[O:31].[F:1][C:2]1[C:3]([CH2:24][NH:25][CH3:26])=[CH:4][N:5]([S:14]([C:17]2[C:22]([CH3:23])=[CH:21][CH:20]=[CH:19][N:18]=2)(=[O:16])=[O:15])[C:6]=1[C:7]1[C:8]([F:13])=[N:9][CH:10]=[CH:11][CH:12]=1, predict the reactants needed to synthesize it. (8) Given the product [CH3:1][O:2][C:3]([C:4]1[C:5]([NH:15][C:16]2[CH:21]=[CH:20][CH:19]=[CH:18][CH:17]=2)=[C:6]([F:14])[C:7]2[N:13]=[CH:23][NH:10][C:8]=2[CH:9]=1)=[O:22], predict the reactants needed to synthesize it. The reactants are: [CH3:1][O:2][C:3](=[O:22])[C:4]1[CH:9]=[C:8]([N+:10]([O-])=O)[C:7]([NH2:13])=[C:6]([F:14])[C:5]=1[NH:15][C:16]1[CH:21]=[CH:20][CH:19]=[CH:18][CH:17]=1.[CH:23](O)=O.